Dataset: Full USPTO retrosynthesis dataset with 1.9M reactions from patents (1976-2016). Task: Predict the reactants needed to synthesize the given product. (1) Given the product [OH:35][CH2:34][CH:32]1[CH2:33][CH:31]1[C:29]([NH:28][C:26]1[N:27]=[C:22]2[CH:21]=[CH:20][C:19]([O:18][C:17]3[CH:38]=[CH:39][C:40]([CH3:41])=[C:15]([NH:14][C:12]([C:11]4[N:7]([CH3:6])[N:8]=[C:9]([CH3:42])[CH:10]=4)=[O:13])[CH:16]=3)=[N:24][N:23]2[CH:25]=1)=[O:30], predict the reactants needed to synthesize it. The reactants are: [Cl-].[Ca+2].[Cl-].[BH4-].[Na+].[CH3:6][N:7]1[C:11]([C:12]([NH:14][C:15]2[CH:16]=[C:17]([CH:38]=[CH:39][C:40]=2[CH3:41])[O:18][C:19]2[CH:20]=[CH:21][C:22]3[N:23]([CH:25]=[C:26]([NH:28][C:29]([CH:31]4[CH2:33][CH:32]4[C:34](OC)=[O:35])=[O:30])[N:27]=3)[N:24]=2)=[O:13])=[CH:10][C:9]([CH3:42])=[N:8]1.[Cl-].[NH4+]. (2) Given the product [CH3:1][N:2]1[C:7](/[CH:8]=[CH:15]/[C:16]2[CH:21]=[CH:20][CH:19]=[CH:18][CH:17]=2)=[C:6]([N+:9]([O-:11])=[O:10])[C:5](=[O:12])[N:4]([CH3:13])[C:3]1=[O:14], predict the reactants needed to synthesize it. The reactants are: [CH3:1][N:2]1[C:7]([CH3:8])=[C:6]([N+:9]([O-:11])=[O:10])[C:5](=[O:12])[N:4]([CH3:13])[C:3]1=[O:14].[CH:15](=O)[C:16]1[CH:21]=[CH:20][CH:19]=[CH:18][CH:17]=1.N1CCCCC1. (3) Given the product [CH2:21]([N:28]1[CH2:32][CH2:31][CH:30]([N:15]2[CH2:20][CH2:19][CH2:18][CH2:17][CH2:16]2)[CH2:29]1)[C:22]1[CH:27]=[CH:26][CH:25]=[CH:24][CH:23]=1, predict the reactants needed to synthesize it. The reactants are: [BH-](OC(C)=O)(OC(C)=O)OC(C)=O.[Na+].[NH:15]1[CH2:20][CH2:19][CH2:18][CH2:17][CH2:16]1.[CH2:21]([N:28]1[CH2:32][CH2:31][CH2:30][C:29]1=O)[C:22]1[CH:27]=[CH:26][CH:25]=[CH:24][CH:23]=1.C([O-])(O)=O.[Na+]. (4) Given the product [F:22][C:2]([F:21])([F:1])[C:3]1[CH:4]=[CH:5][C:6]([C:9]2[N:14]=[C:13]([CH:15]([O:20][C:30]3[CH:31]=[CH:32][C:27]([CH2:26][C:25]([O:24][CH3:23])=[O:34])=[CH:28][CH:29]=3)[CH2:16][CH2:17][CH2:18][CH3:19])[CH:12]=[CH:11][CH:10]=2)=[CH:7][CH:8]=1, predict the reactants needed to synthesize it. The reactants are: [F:1][C:2]([F:22])([F:21])[C:3]1[CH:8]=[CH:7][C:6]([C:9]2[N:14]=[C:13]([CH:15]([OH:20])[CH2:16][CH2:17][CH2:18][CH3:19])[CH:12]=[CH:11][CH:10]=2)=[CH:5][CH:4]=1.[CH3:23][O:24][C:25](=[O:34])[CH2:26][C:27]1[CH:32]=[CH:31][C:30](O)=[CH:29][CH:28]=1.P(CCCC)(CCCC)CCCC. (5) The reactants are: Cl.[NH2:2][C@H:3]1[CH2:10][CH2:9][CH2:8][NH:7][C:5](=[O:6])[CH2:4]1.C([O-])([O-])=O.[Na+].[Na+].[CH2:17]([S:35](Cl)(=[O:37])=[O:36])[CH2:18][CH2:19][CH2:20][CH2:21][CH2:22][CH2:23][CH2:24][CH2:25][CH2:26][CH2:27][CH2:28][CH2:29][CH2:30][CH2:31][CH2:32][CH2:33][CH3:34]. Given the product [CH2:17]([S:35]([NH:2][C@H:3]1[CH2:10][CH2:9][CH2:8][NH:7][C:5](=[O:6])[CH2:4]1)(=[O:37])=[O:36])[CH2:18][CH2:19][CH2:20][CH2:21][CH2:22][CH2:23][CH2:24][CH2:25][CH2:26][CH2:27][CH2:28][CH2:29][CH2:30][CH2:31][CH2:32][CH2:33][CH3:34], predict the reactants needed to synthesize it.